From a dataset of Reaction yield outcomes from USPTO patents with 853,638 reactions. Predict the reaction yield, written as a fraction of the theoretical maximum amount of product (1.0 means a 100% yield; for example, 0.34 means a 34% yield). (1) The reactants are [CH2:1]([NH2:5])[CH2:2][CH2:3][NH2:4].[Br:6][C:7]1[N:8]=[C:9](S(C)(=O)=O)[C:10]2[N:11]([C:13]([I:16])=[CH:14][N:15]=2)[CH:12]=1. The catalyst is CN(C)C=O. The product is [Br:6][C:7]1[N:8]=[C:9]([NH:4][CH2:3][CH2:2][CH2:1][NH2:5])[C:10]2[N:11]([C:13]([I:16])=[CH:14][N:15]=2)[CH:12]=1. The yield is 0.770. (2) The reactants are [CH3:1][NH:2][C:3]1[C:4]([NH2:12])=[CH:5][CH:6]=[C:7]([N+:9]([O-:11])=[O:10])[CH:8]=1.[C:13]1(=O)[O:19][C:17](=[O:18])[CH2:16][CH2:15][CH2:14]1.[C:21](OCC)(=O)[CH3:22]. No catalyst specified. The product is [CH2:21]([CH:16]([CH2:15][CH2:14][C:13]1[N:2]([CH3:1])[C:3]2[CH:8]=[C:7]([N+:9]([O-:11])=[O:10])[CH:6]=[CH:5][C:4]=2[N:12]=1)[C:17]([OH:19])=[O:18])[CH3:22]. The yield is 0.410. (3) The reactants are S(Cl)(Cl)=O.[CH:5]1([C:8]2[C:9]([O:18][CH2:19][CH:20]3[CH2:25][CH2:24][NH:23][CH2:22][CH2:21]3)=[CH:10][C:11]([F:17])=[C:12]([CH:16]=2)[C:13]([OH:15])=[O:14])[CH2:7][CH2:6]1.[CH3:26]O. No catalyst specified. The product is [CH:5]1([C:8]2[C:9]([O:18][CH2:19][CH:20]3[CH2:21][CH2:22][NH:23][CH2:24][CH2:25]3)=[CH:10][C:11]([F:17])=[C:12]([CH:16]=2)[C:13]([O:15][CH3:26])=[O:14])[CH2:6][CH2:7]1. The yield is 0.800.